Predict which catalyst facilitates the given reaction. From a dataset of Catalyst prediction with 721,799 reactions and 888 catalyst types from USPTO. (1) Reactant: [C:1]([NH:4][CH2:5][C@@H:6]1[O:10][C:9](=[O:11])[N:8]([C:12]2[CH:35]=[CH:34][C:15]3[C:16]4[NH:17][N:18]=[C:19]([NH:24][C:25]([C@@H:27]5[CH2:31][O:30]C(C)(C)[O:28]5)=[O:26])[C:20]=4[CH2:21][CH2:22][CH2:23][C:14]=3[CH:13]=2)[CH2:7]1)(=[O:3])[CH3:2].Cl. Product: [C:1]([NH:4][CH2:5][C@@H:6]1[O:10][C:9](=[O:11])[N:8]([C:12]2[CH:35]=[CH:34][C:15]3[C:16]4[NH:17][N:18]=[C:19]([NH:24][C:25](=[O:26])[C@@H:27]([OH:28])[CH2:31][OH:30])[C:20]=4[CH2:21][CH2:22][CH2:23][C:14]=3[CH:13]=2)[CH2:7]1)(=[O:3])[CH3:2]. The catalyst class is: 266. (2) Reactant: C([O:8][N:9]1[C:15](=[O:16])[N:14]2[CH2:17][C@H:10]1[CH2:11][CH2:12][C@H:13]2[C:18]1[O:19][C:20]([N:23]2[CH2:28][CH2:27][N:26]([CH3:29])[CH2:25][CH2:24]2)=[N:21][N:22]=1)C1C=CC=CC=1. Product: [OH:8][N:9]1[C:15](=[O:16])[N:14]2[CH2:17][C@H:10]1[CH2:11][CH2:12][C@H:13]2[C:18]1[O:19][C:20]([N:23]2[CH2:28][CH2:27][N:26]([CH3:29])[CH2:25][CH2:24]2)=[N:21][N:22]=1. The catalyst class is: 123.